From a dataset of Forward reaction prediction with 1.9M reactions from USPTO patents (1976-2016). Predict the product of the given reaction. (1) Given the reactants [F:1][C:2]1[CH:8]=[CH:7][C:5]([NH2:6])=[CH:4][CH:3]=1.Cl[C:10](=[O:15])[C:11]([O:13][CH3:14])=[O:12], predict the reaction product. The product is: [CH3:14][O:13][C:11](=[O:12])[C:10]([NH:6][C:5]1[CH:7]=[CH:8][C:2]([F:1])=[CH:3][CH:4]=1)=[O:15]. (2) Given the reactants [Br:1][C:2]1[CH:8]=[CH:7][C:5]([NH2:6])=[CH:4][CH:3]=1.N1C=CC=CC=1.[Cl:15][CH2:16][C:17](Cl)=[O:18], predict the reaction product. The product is: [Br:1][C:2]1[CH:8]=[CH:7][C:5]([NH:6][C:17](=[O:18])[CH2:16][Cl:15])=[CH:4][CH:3]=1. (3) Given the reactants [CH:1]([C:3]1[CH:4]=[N:5][CH:6]=[CH:7][C:8]=1[C:9]1[CH:10]=[C:11]([CH:14]=[CH:15][CH:16]=1)[C:12]#[N:13])=[O:2].[Cl:17][C:18]1[CH:23]=[CH:22][C:21]([Mg]Br)=[CH:20][CH:19]=1, predict the reaction product. The product is: [Cl:17][C:18]1[CH:23]=[CH:22][C:21]([CH:1]([OH:2])[C:3]2[CH:4]=[N:5][CH:6]=[CH:7][C:8]=2[C:9]2[CH:10]=[C:11]([CH:14]=[CH:15][CH:16]=2)[C:12]#[N:13])=[CH:20][CH:19]=1. (4) Given the reactants [C:1]([C:3]1[CH:4]=[C:5]([CH:25]=[C:26]([CH3:28])[CH:27]=1)[C:6]([C:8]1[N:13]([CH2:14][CH2:15][O:16][C:17](=[O:19])[CH3:18])[C:12](=[O:20])[NH:11][C:10](=[O:21])[C:9]=1[CH:22]([CH3:24])[CH3:23])=[O:7])#[N:2].C(=O)([O-])[O-].[K+].[K+].Br[CH2:36][C:37]1[CH:42]=[CH:41][C:40]([O:43][CH3:44])=[CH:39][CH:38]=1.[I-].[Li+], predict the reaction product. The product is: [C:1]([C:3]1[CH:4]=[C:5]([CH:25]=[C:26]([CH3:28])[CH:27]=1)[C:6]([C:8]1[N:13]([CH2:14][CH2:15][O:16][C:17](=[O:19])[CH3:18])[C:12](=[O:20])[N:11]([CH2:36][C:37]2[CH:42]=[CH:41][C:40]([O:43][CH3:44])=[CH:39][CH:38]=2)[C:10](=[O:21])[C:9]=1[CH:22]([CH3:24])[CH3:23])=[O:7])#[N:2].